Dataset: Full USPTO retrosynthesis dataset with 1.9M reactions from patents (1976-2016). Task: Predict the reactants needed to synthesize the given product. The reactants are: [CH2:1]([CH:4]1[CH2:9][CH2:8][CH2:7][CH2:6][NH:5]1)[CH2:2][CH3:3].Br[CH2:11][CH2:12][CH2:13][C:14]#[N:15].C(=O)([O-])[O-].[K+].[K+].C(Cl)Cl.CO. Given the product [CH2:1]([CH:4]1[CH2:9][CH2:8][CH2:7][CH2:6][N:5]1[CH2:11][CH2:12][CH2:13][C:14]#[N:15])[CH2:2][CH3:3], predict the reactants needed to synthesize it.